From a dataset of Catalyst prediction with 721,799 reactions and 888 catalyst types from USPTO. Predict which catalyst facilitates the given reaction. (1) Reactant: [Cl:1][C:2]1[CH:24]=[CH:23][C:5]([CH2:6][NH:7][C:8]([C:10]2[CH:19]=[CH:18][C:13]([C:14]([O:16]C)=O)=[C:12]([N:20]=[C:21]=[S:22])[CH:11]=2)=[O:9])=[CH:4][CH:3]=1.[CH3:25][C:26]1[N:27]=[C:28]([CH2:31][NH2:32])[S:29][CH:30]=1.Cl. Product: [Cl:1][C:2]1[CH:3]=[CH:4][C:5]([CH2:6][NH:7][C:8]([C:10]2[CH:11]=[C:12]3[C:13]([C:14](=[O:16])[N:32]([CH2:31][C:28]4[S:29][CH:30]=[C:26]([CH3:25])[N:27]=4)[C:21](=[S:22])[NH:20]3)=[CH:18][CH:19]=2)=[O:9])=[CH:23][CH:24]=1. The catalyst class is: 16. (2) Reactant: C(OC([NH:8][C:9]1[CH:14]=[CH:13][N:12]2[N:15]=[C:16]([C:18]([O:20][CH2:21][CH3:22])=[O:19])[N:17]=[C:11]2[CH:10]=1)=O)(C)(C)C.FC(F)(F)C(O)=O.C(=O)([O-])[O-].[Na+].[Na+]. Product: [NH2:8][C:9]1[CH:14]=[CH:13][N:12]2[N:15]=[C:16]([C:18]([O:20][CH2:21][CH3:22])=[O:19])[N:17]=[C:11]2[CH:10]=1. The catalyst class is: 4. (3) Reactant: [CH3:1][O:2][C:3]1[CH:8]=[CH:7][C:6]([CH2:9][NH2:10])=[CH:5][CH:4]=1.[OH-].[Na+].[Br:13][CH2:14][CH2:15][CH2:16][CH2:17][CH2:18][C:19](Cl)=[O:20]. Product: [Br:13][CH2:14][CH2:15][CH2:16][CH2:17][CH2:18][C:19]([NH:10][CH2:9][C:6]1[CH:7]=[CH:8][C:3]([O:2][CH3:1])=[CH:4][CH:5]=1)=[O:20]. The catalyst class is: 2. (4) Reactant: Br[C:2]1[CH:3]=[C:4]([NH:10][S:11]([CH3:14])(=[O:13])=[O:12])[CH:5]=[CH:6][C:7]=1[O:8][CH3:9].[B:15]1([B:15]2[O:19][C:18]([CH3:21])([CH3:20])[C:17]([CH3:23])([CH3:22])[O:16]2)[O:19][C:18]([CH3:21])([CH3:20])[C:17]([CH3:23])([CH3:22])[O:16]1.CC([O-])=O.[K+].O. Product: [CH3:9][O:8][C:7]1[CH:6]=[CH:5][C:4]([NH:10][S:11]([CH3:14])(=[O:13])=[O:12])=[CH:3][C:2]=1[B:15]1[O:19][C:18]([CH3:21])([CH3:20])[C:17]([CH3:23])([CH3:22])[O:16]1. The catalyst class is: 75. (5) Reactant: Cl[CH2:2][C:3](=[O:5])[CH3:4].[Cl:6][C:7]1[CH:12]=[CH:11][C:10]([SH:13])=[CH:9][CH:8]=1.[OH-].[Na+]. Product: [Cl:6][C:7]1[CH:12]=[CH:11][C:10]([S:13][CH2:2][C:3](=[O:5])[CH3:4])=[CH:9][CH:8]=1. The catalyst class is: 6.